From a dataset of Catalyst prediction with 721,799 reactions and 888 catalyst types from USPTO. Predict which catalyst facilitates the given reaction. (1) Reactant: [C:1]([O:5][C:6](=[O:17])[NH:7][C:8]([CH3:16])([CH3:15])[CH2:9][CH:10]=[CH:11][N+:12]([O-:14])=[O:13])([CH3:4])([CH3:3])[CH3:2].[BH4-].[Na+]. Product: [C:1]([O:5][C:6](=[O:17])[NH:7][C:8]([CH3:16])([CH3:15])[CH2:9][CH2:10][CH2:11][N+:12]([O-:14])=[O:13])([CH3:4])([CH3:2])[CH3:3]. The catalyst class is: 14. (2) Reactant: [OH:1][CH2:2][CH:3]([CH2:5][OH:6])[OH:4].[C:7]([OH:20])(=O)[CH2:8][CH2:9][CH2:10][CH2:11][CH2:12][CH2:13][CH2:14][CH2:15][CH2:16][CH2:17][CH3:18]. Product: [CH2:18]([O:1][CH2:2][CH:3]([CH2:5][OH:6])[OH:4])[CH2:17][CH2:16][CH2:15][CH2:14][CH2:13][CH2:12][CH2:11][CH2:10][CH2:9][CH2:8][CH3:7].[CH3:2][CH2:3][O:20][CH2:7][CH3:8]. The catalyst class is: 45. (3) Reactant: [NH2:1][C:2]1[N:7]=[C:6](S(C)=O)[C:5]([C:11]#[N:12])=[C:4]([C:13]2[S:14][CH:15]=[CH:16][CH:17]=2)[N:3]=1.[OH:18][CH2:19][C:20]1[CH:25]=[CH:24][CH:23]=[CH:22][N:21]=1.C1CCN2C(=NCCC2)CC1. Product: [NH2:1][C:2]1[N:7]=[C:6]([O:18][CH2:19][C:20]2[CH:25]=[CH:24][CH:23]=[CH:22][N:21]=2)[C:5]([C:11]#[N:12])=[C:4]([C:13]2[S:14][CH:15]=[CH:16][CH:17]=2)[N:3]=1. The catalyst class is: 12. (4) Reactant: [CH3:1][C:2]1[CH:7]=[CH:6][C:5]([CH:8]([OH:10])[CH3:9])=[C:4]([O:11][C@H:12]([CH2:14][CH:15]=[CH2:16])[CH3:13])[CH:3]=1.[CH2:17]([O:20][C:21]1([CH3:50])[CH2:26][CH2:25][N:24]([C:27]2[N:32]3[N:33]=[C:34]([CH2:36]I)[CH:35]=[C:31]3[N:30]=[C:29]([CH3:38])[C:28]=2[C@H:39]([O:45][C:46]([CH3:49])([CH3:48])[CH3:47])[C:40]([O:42][CH2:43][CH3:44])=[O:41])[CH2:23][CH2:22]1)[CH:18]=[CH2:19].[H-].[Na+]. Product: [CH2:17]([O:20][C:21]1([CH3:50])[CH2:22][CH2:23][N:24]([C:27]2[N:32]3[N:33]=[C:34]([CH2:36][O:10][CH:8]([C:5]4[CH:6]=[CH:7][C:2]([CH3:1])=[CH:3][C:4]=4[O:11][C@H:12]([CH2:14][CH:15]=[CH2:16])[CH3:13])[CH3:9])[CH:35]=[C:31]3[N:30]=[C:29]([CH3:38])[C:28]=2[C@H:39]([O:45][C:46]([CH3:49])([CH3:48])[CH3:47])[C:40]([O:42][CH2:43][CH3:44])=[O:41])[CH2:25][CH2:26]1)[CH:18]=[CH2:19]. The catalyst class is: 3. (5) Reactant: [C:1]([CH:3]([N:5]1[C:9]2=[N:10][C:11]([C:14]([O:16][CH2:17][CH3:18])=[O:15])=[CH:12][CH:13]=[C:8]2[CH:7]=[C:6]1[C:19]([O:21]CC)=O)[CH3:4])#[N:2].[BH4-].[Na+]. Product: [CH3:4][CH:3]1[N:5]2[C:9]3[N:10]=[C:11]([C:14]([O:16][CH2:17][CH3:18])=[O:15])[CH:12]=[CH:13][C:8]=3[CH:7]=[C:6]2[C:19](=[O:21])[NH:2][CH2:1]1. The catalyst class is: 92. (6) Reactant: C(OC([N:8]1[CH2:13][CH2:12][CH:11]([C:14]2[N:19]3[N:20]=[C:21]4[C:26]([C:25]([C:27]5[CH:32]=[CH:31][C:30]([O:33][CH3:34])=[CH:29][CH:28]=5)=[CH:24][CH:23]=[CH:22]4)=[C:18]3[NH:17][C:16](=[O:35])[CH:15]=2)[CH2:10][CH2:9]1)=O)(C)(C)C.[ClH:36]. Product: [ClH:36].[CH3:34][O:33][C:30]1[CH:29]=[CH:28][C:27]([C:25]2[C:26]3[C:21]([CH:22]=[CH:23][CH:24]=2)=[N:20][N:19]2[C:14]([CH:11]4[CH2:12][CH2:13][NH:8][CH2:9][CH2:10]4)=[CH:15][C:16](=[O:35])[NH:17][C:18]=32)=[CH:32][CH:31]=1. The catalyst class is: 12. (7) Reactant: Br[C:2]1[CH:7]=[CH:6][C:5]([Br:8])=[CH:4][N:3]=1.[NH2:9][CH2:10][CH2:11][C:12]1[CH:17]=[CH:16][C:15]([OH:18])=[CH:14][CH:13]=1.C(OCC)(=O)C.Cl. Product: [Br:8][C:5]1[CH:6]=[CH:7][C:2]([NH:9][CH2:10][CH2:11][C:12]2[CH:17]=[CH:16][C:15]([OH:18])=[CH:14][CH:13]=2)=[N:3][CH:4]=1. The catalyst class is: 6. (8) Reactant: CC([Si](C)(C)[O:6][C@@H:7]1[CH2:11][N:10]([C:12]([O:14][C:15]([CH3:18])([CH3:17])[CH3:16])=[O:13])[C@@H:9]([CH2:19][O:20][C:21](=[O:26])[C:22]([CH3:25])([CH3:24])[CH3:23])[CH2:8]1)(C)C.CCCC[N+](CCCC)(CCCC)CCCC.[F-]. Product: [CH3:23][C:22]([CH3:25])([CH3:24])[C:21]([O:20][CH2:19][C@H:9]1[CH2:8][C@H:7]([OH:6])[CH2:11][N:10]1[C:12]([O:14][C:15]([CH3:18])([CH3:17])[CH3:16])=[O:13])=[O:26]. The catalyst class is: 1. (9) Product: [CH:23]1([C:20]2[N:19]=[C:18]([C:12]3[N:8]4[CH2:9][CH2:10][O:11][C:5]5[CH:4]=[C:3]([F:27])[C:2]([C:33]#[C:32][C:31]([OH:34])([CH3:35])[CH2:30][O:29][CH3:28])=[CH:26][C:6]=5[C:7]4=[N:14][C:13]=3[C:15]([NH2:17])=[O:16])[NH:22][N:21]=2)[CH2:25][CH2:24]1. The catalyst class is: 3. Reactant: Br[C:2]1[C:3]([F:27])=[CH:4][C:5]2[O:11][CH2:10][CH2:9][N:8]3[C:12]([C:18]4[NH:22][N:21]=[C:20]([CH:23]5[CH2:25][CH2:24]5)[N:19]=4)=[C:13]([C:15]([NH2:17])=[O:16])[N:14]=[C:7]3[C:6]=2[CH:26]=1.[CH3:28][O:29][CH2:30][C:31]([CH3:35])([OH:34])[C:32]#[CH:33].C(NC(C)C)(C)C. (10) Product: [CH3:13][N:14]1[C:19](=[O:20])[C:18]([CH2:21][C:22]2[CH:23]=[CH:24][C:25]([C:28]3[CH:33]=[CH:32][CH:31]=[CH:30][C:29]=3[C:34]3[NH:3][C:4](=[O:7])[O:5][N:35]=3)=[CH:26][CH:27]=2)=[C:17]([CH2:36][CH2:37][CH3:38])[N:16]2[N:39]=[CH:40][N:41]=[C:15]12. Reactant: [Cl-].O[NH3+:3].[C:4](=[O:7])([O-])[OH:5].[Na+].CS(C)=O.[CH3:13][N:14]1[C:19](=[O:20])[C:18]([CH2:21][C:22]2[CH:27]=[CH:26][C:25]([C:28]3[C:29]([C:34]#[N:35])=[CH:30][CH:31]=[CH:32][CH:33]=3)=[CH:24][CH:23]=2)=[C:17]([CH2:36][CH2:37][CH3:38])[N:16]2[N:39]=[CH:40][N:41]=[C:15]12. The catalyst class is: 13.